Dataset: Full USPTO retrosynthesis dataset with 1.9M reactions from patents (1976-2016). Task: Predict the reactants needed to synthesize the given product. Given the product [CH3:40][O:41][C:42]1[CH:47]=[C:46]([O:48][CH3:49])[CH:45]=[CH:44][C:43]=1[CH2:50][NH:51][C:6]1[N:5]=[C:4]([N:12]2[C@H:17]([C:18]([F:21])([F:20])[F:19])[CH2:16][CH2:15][C@H:14]([C:22]([NH:24][CH:25]3[CH2:30][CH2:29][CH2:28][CH2:27][CH2:26]3)=[O:23])[CH2:13]2)[CH:3]=[C:2]([Cl:1])[N:7]=1, predict the reactants needed to synthesize it. The reactants are: [Cl:1][C:2]1[N:7]=[C:6](S(C)(=O)=O)[N:5]=[C:4]([N:12]2[C@H:17]([C:18]([F:21])([F:20])[F:19])[CH2:16][CH2:15][C@H:14]([C:22]([NH:24][CH:25]3[CH2:30][CH2:29][CH2:28][CH2:27][CH2:26]3)=[O:23])[CH2:13]2)[CH:3]=1.CCN(C(C)C)C(C)C.[CH3:40][O:41][C:42]1[CH:47]=[C:46]([O:48][CH3:49])[CH:45]=[CH:44][C:43]=1[CH2:50][NH2:51].CCOC(C)=O.